Dataset: Catalyst prediction with 721,799 reactions and 888 catalyst types from USPTO. Task: Predict which catalyst facilitates the given reaction. (1) Reactant: I[C:2]1[CH:11]=[CH:10][CH:9]=[C:8]2[C:3]=1[CH2:4][CH2:5][N:6]1[C:16](=[O:17])[CH2:15][NH:14][C:13](=[O:18])[CH:12]=[C:7]12.C([Mg]Cl)(C)C.[CH:24](=[O:27])[CH2:25][CH3:26].[NH4+].[Cl-]. Product: [OH:27][CH:24]([C:2]1[CH:11]=[CH:10][CH:9]=[C:8]2[C:3]=1[CH2:4][CH2:5][N:6]1[C:16](=[O:17])[CH2:15][NH:14][C:13](=[O:18])[CH:12]=[C:7]12)[CH2:25][CH3:26]. The catalyst class is: 1. (2) Reactant: Br[C:2]1[N:3]=[CH:4][N:5]([C:7]2[N:16]=[CH:15][C:14]3[N:13]4[CH:17]=[N:18][N:19]=[C:12]4[C@@H:11]([CH2:20][CH3:21])[N:10]([CH:22]4[CH2:26][CH2:25][CH2:24][CH2:23]4)[C:9]=3[N:8]=2)[CH:6]=1.C([Sn](CCCC)(CCCC)[C:32]1[N:33]=[CH:34][S:35][CH:36]=1)CCC. Product: [CH:22]1([N:10]2[C:9]3[N:8]=[C:7]([N:5]4[CH:6]=[C:2]([C:32]5[N:33]=[CH:34][S:35][CH:36]=5)[N:3]=[CH:4]4)[N:16]=[CH:15][C:14]=3[N:13]3[CH:17]=[N:18][N:19]=[C:12]3[C@H:11]2[CH2:20][CH3:21])[CH2:26][CH2:25][CH2:24][CH2:23]1. The catalyst class is: 128. (3) Reactant: [NH2:1][CH:2]([C:4]1[CH:11]=[CH:10][C:9]([Cl:12])=[CH:8][C:5]=1[CH2:6][OH:7])[CH3:3].[CH3:13][C:14]([O:17][C:18](O[C:18]([O:17][C:14]([CH3:16])([CH3:15])[CH3:13])=[O:19])=[O:19])([CH3:16])[CH3:15]. Product: [C:14]([O:17][C:18]([NH:1][CH:2]([C:4]1[CH:11]=[CH:10][C:9]([Cl:12])=[CH:8][C:5]=1[CH2:6][OH:7])[CH3:3])=[O:19])([CH3:16])([CH3:15])[CH3:13]. The catalyst class is: 3. (4) Reactant: [C:1]([O:5][C:6]([N:8]([CH2:19][C:20]1[CH:25]=[CH:24][CH:23]=[CH:22][CH:21]=1)[C@H:9]([CH2:17][OH:18])[CH2:10][C:11]1[CH:16]=[CH:15][CH:14]=[CH:13][CH:12]=1)=[O:7])([CH3:4])([CH3:3])[CH3:2].CC1(C)N([O])C(C)(C)CCC1.[Br-].[Na+].C(=O)(O)[O-].[Na+]. Product: [C:1]([O:5][C:6]([N:8]([CH2:19][C:20]1[CH:21]=[CH:22][CH:23]=[CH:24][CH:25]=1)[C@H:9]([CH:17]=[O:18])[CH2:10][C:11]1[CH:12]=[CH:13][CH:14]=[CH:15][CH:16]=1)=[O:7])([CH3:4])([CH3:2])[CH3:3]. The catalyst class is: 727. (5) Reactant: [CH3:1][C:2]1[N:3]=[N:4][C:5]([C:8]2[CH:13]=[CH:12][CH:11]=[CH:10][CH:9]=2)=[CH:6][CH:7]=1.C1C(=O)N([Br:21])C(=O)C1.N(C(C)(CC(C)C)C#N)=NC(C)(CC(C)C)C#N. Product: [Br:21][CH2:1][C:2]1[N:3]=[N:4][C:5]([C:8]2[CH:9]=[CH:10][CH:11]=[CH:12][CH:13]=2)=[CH:6][CH:7]=1. The catalyst class is: 26.